This data is from Peptide-MHC class II binding affinity with 134,281 pairs from IEDB. The task is: Regression. Given a peptide amino acid sequence and an MHC pseudo amino acid sequence, predict their binding affinity value. This is MHC class II binding data. (1) The peptide sequence is KTMAVCTNAKVTAKG. The MHC is DRB1_0101 with pseudo-sequence DRB1_0101. The binding affinity (normalized) is 0.481. (2) The peptide sequence is DIKSFKDQSKYCHGI. The MHC is DRB1_0101 with pseudo-sequence DRB1_0101. The binding affinity (normalized) is 0.226. (3) The peptide sequence is HVCWLEASMLLDNME. The MHC is DRB1_0801 with pseudo-sequence DRB1_0801. The binding affinity (normalized) is 0.421. (4) The binding affinity (normalized) is 0.116. The MHC is DRB1_0701 with pseudo-sequence DRB1_0701. The peptide sequence is AEAVKKFGYELEALA. (5) The peptide sequence is DPDKDVDIMVRDGQLTIKAE. The MHC is DRB1_1301 with pseudo-sequence DRB1_1301. The binding affinity (normalized) is 0.233.